Dataset: Forward reaction prediction with 1.9M reactions from USPTO patents (1976-2016). Task: Predict the product of the given reaction. (1) The product is: [CH3:1][C:2]1[CH:6]=[C:5]([C:7]2[CH:13]3[CH2:14][CH:10]([CH2:11][NH:12]3)[CH2:9][CH:8]=2)[O:4][N:3]=1. Given the reactants [CH3:1][C:2]1[CH:6]=[C:5]([C:7]2[CH:13]3[CH2:14][CH:10]([CH2:11][N:12]3C(OC(C)(C)C)=O)[CH2:9][CH:8]=2)[O:4][N:3]=1.FC(F)(F)C(O)=O, predict the reaction product. (2) Given the reactants Br[CH2:2][C:3]1[N:13]([CH2:14][C:15]([CH3:18])([CH3:17])[CH3:16])[C:6]2[N:7]=[C:8]([C:11]#[N:12])[N:9]=[CH:10][C:5]=2[CH:4]=1.Cl.[OH:20][CH2:21][CH2:22][N:23]1[C:27](=[O:28])[CH2:26][C:25]2([CH2:33][CH2:32][NH:31][CH2:30][CH2:29]2)[C:24]1=[O:34].C(=O)([O-])[O-].[K+].[K+], predict the reaction product. The product is: [CH3:16][C:15]([CH3:18])([CH3:17])[CH2:14][N:13]1[C:6]2[N:7]=[C:8]([C:11]#[N:12])[N:9]=[CH:10][C:5]=2[CH:4]=[C:3]1[CH2:2][N:31]1[CH2:32][CH2:33][C:25]2([C:24](=[O:34])[N:23]([CH2:22][CH2:21][OH:20])[C:27](=[O:28])[CH2:26]2)[CH2:29][CH2:30]1.